From a dataset of Forward reaction prediction with 1.9M reactions from USPTO patents (1976-2016). Predict the product of the given reaction. (1) Given the reactants [O:1]([C:8]1[CH:13]=[CH:12][C:11]([S:14](Cl)(=[O:16])=[O:15])=[CH:10][CH:9]=1)[C:2]1[CH:7]=[CH:6][CH:5]=[CH:4][CH:3]=1.[CH3:18][N:19]1[CH2:24][CH2:23][CH:22]([C:25]2[C:33]3[C:28](=[CH:29][CH:30]=[C:31]([NH2:34])[CH:32]=3)[NH:27][N:26]=2)[CH2:21][CH2:20]1, predict the reaction product. The product is: [CH3:18][N:19]1[CH2:20][CH2:21][CH:22]([C:25]2[C:33]3[C:28](=[CH:29][CH:30]=[C:31]([NH:34][S:14]([C:11]4[CH:12]=[CH:13][C:8]([O:1][C:2]5[CH:7]=[CH:6][CH:5]=[CH:4][CH:3]=5)=[CH:9][CH:10]=4)(=[O:16])=[O:15])[CH:32]=3)[NH:27][N:26]=2)[CH2:23][CH2:24]1. (2) The product is: [CH:4]1([C:11]([OH:13])=[O:12])[C:5]2[C:10](=[CH:9][CH:8]=[CH:7][CH:6]=2)[CH2:2][CH2:3]1. Given the reactants O=[C:2]1[C:10]2[C:5](=[CH:6][CH:7]=[CH:8][CH:9]=2)[CH:4]([C:11]([OH:13])=[O:12])[CH2:3]1, predict the reaction product. (3) Given the reactants [CH2:1]([N:8]1[CH2:14][CH2:13][CH2:12][NH:11][CH2:10][CH2:9]1)[C:2]1[CH:7]=[CH:6][CH:5]=[CH:4][CH:3]=1.Cl[C:16]1[CH:17]=[CH:18][C:19]2[N:20]([C:22]([S:25][CH3:26])=[N:23][N:24]=2)[N:21]=1, predict the reaction product. The product is: [CH2:1]([N:8]1[CH2:14][CH2:13][CH2:12][N:11]([C:16]2[CH:17]=[CH:18][C:19]3[N:20]([C:22]([S:25][CH3:26])=[N:23][N:24]=3)[N:21]=2)[CH2:10][CH2:9]1)[C:2]1[CH:3]=[CH:4][CH:5]=[CH:6][CH:7]=1. (4) Given the reactants [OH:1][C@H:2]1[CH2:7][CH2:6][C@@H:5]([NH:8][C:9]2[C:14]([C:15]#[N:16])=[CH:13][N:12]=[C:11](S(C)(=O)=O)[N:10]=2)[CH2:4][C:3]1([CH3:22])[CH3:21].[NH2:23][CH2:24][CH2:25][C:26]1[CH:27]=[N+:28]([O-:33])[CH:29]=[C:30]([Cl:32])[CH:31]=1.CCN(C(C)C)C(C)C, predict the reaction product. The product is: [Cl:32][C:30]1[CH:29]=[N+:28]([O-:33])[CH:27]=[C:26]([CH2:25][CH2:24][NH:23][C:11]2[N:10]=[C:9]([NH:8][C@@H:5]3[CH2:6][CH2:7][C@H:2]([OH:1])[C:3]([CH3:22])([CH3:21])[CH2:4]3)[C:14]([C:15]#[N:16])=[CH:13][N:12]=2)[CH:31]=1. (5) Given the reactants [OH:1][CH2:2][CH:3]1[O:8][C:7]2[C:9]3[C:14]([C:15](=[O:18])[C:16](=[O:17])[C:6]=2[S:5][CH2:4]1)=[CH:13][CH:12]=[CH:11][CH:10]=3.C(N(CC)CC)C.[CH3:26][S:27](Cl)(=[O:29])=[O:28], predict the reaction product. The product is: [CH3:26][S:27]([O:1][CH2:2][CH:3]1[O:8][C:7]2[C:9]3[C:14]([C:15](=[O:18])[C:16](=[O:17])[C:6]=2[S:5][CH2:4]1)=[CH:13][CH:12]=[CH:11][CH:10]=3)(=[O:29])=[O:28].